Regression. Given two drug SMILES strings and cell line genomic features, predict the synergy score measuring deviation from expected non-interaction effect. From a dataset of NCI-60 drug combinations with 297,098 pairs across 59 cell lines. (1) Drug 1: C1=CC(=CC=C1CC(C(=O)O)N)N(CCCl)CCCl.Cl. Drug 2: C1CN(P(=O)(OC1)NCCCl)CCCl. Cell line: MALME-3M. Synergy scores: CSS=-4.80, Synergy_ZIP=-3.54, Synergy_Bliss=-6.47, Synergy_Loewe=-19.4, Synergy_HSA=-8.42. (2) Drug 1: CN1CCC(CC1)COC2=C(C=C3C(=C2)N=CN=C3NC4=C(C=C(C=C4)Br)F)OC. Drug 2: COC1=C(C=C2C(=C1)N=CN=C2NC3=CC(=C(C=C3)F)Cl)OCCCN4CCOCC4. Cell line: SK-MEL-28. Synergy scores: CSS=41.6, Synergy_ZIP=18.7, Synergy_Bliss=20.8, Synergy_Loewe=18.3, Synergy_HSA=18.0. (3) Drug 2: CC1=C(C(=O)C2=C(C1=O)N3CC4C(C3(C2COC(=O)N)OC)N4)N. Cell line: EKVX. Drug 1: CC1=C(C=C(C=C1)C(=O)NC2=CC(=CC(=C2)C(F)(F)F)N3C=C(N=C3)C)NC4=NC=CC(=N4)C5=CN=CC=C5. Synergy scores: CSS=9.69, Synergy_ZIP=-1.13, Synergy_Bliss=0.240, Synergy_Loewe=-0.0295, Synergy_HSA=2.64.